From a dataset of Peptide-MHC class I binding affinity with 185,985 pairs from IEDB/IMGT. Regression. Given a peptide amino acid sequence and an MHC pseudo amino acid sequence, predict their binding affinity value. This is MHC class I binding data. The peptide sequence is YLKDQQLL. The MHC is HLA-A68:02 with pseudo-sequence HLA-A68:02. The binding affinity (normalized) is 0.0190.